Dataset: Catalyst prediction with 721,799 reactions and 888 catalyst types from USPTO. Task: Predict which catalyst facilitates the given reaction. (1) Reactant: [F:8][C:7]([F:10])([F:9])[C:6](O[C:6](=[O:11])[C:7]([F:10])([F:9])[F:8])=[O:11].[CH3:14][O:15][C:16]1[CH:17]=[C:18]2[C:23](=[CH:24][CH:25]=1)[CH:22]([C:26]1[CH:31]=[CH:30][CH:29]=[CH:28][CH:27]=1)[NH:21][CH2:20][CH2:19]2.CCN(CC)CC. Product: [F:10][C:7]([F:8])([F:9])[C:6]([N:21]1[CH2:20][CH2:19][C:18]2[C:23](=[CH:24][CH:25]=[C:16]([O:15][CH3:14])[CH:17]=2)[CH:22]1[C:26]1[CH:27]=[CH:28][CH:29]=[CH:30][CH:31]=1)=[O:11]. The catalyst class is: 2. (2) Reactant: [NH:1]1[CH2:6][CH:5]=[C:4]([C:7]2[C:15]3[C:10](=[CH:11][CH:12]=[CH:13][CH:14]=3)[NH:9][CH:8]=2)[CH2:3][CH2:2]1.[CH3:16][N:17]([CH3:31])[C:18]1([C:25]2[CH:30]=[CH:29][CH:28]=[CH:27][CH:26]=2)[CH2:23][CH2:22][C:21](=O)[CH2:20][CH2:19]1.C(O)(=O)C. Product: [NH:9]1[C:10]2[C:15](=[CH:14][CH:13]=[CH:12][CH:11]=2)[C:7]([C:4]2[CH2:3][CH2:2][N:1]([CH:21]3[CH2:20][CH2:19][C:18]([N:17]([CH3:31])[CH3:16])([C:25]4[CH:30]=[CH:29][CH:28]=[CH:27][CH:26]=4)[CH2:23][CH2:22]3)[CH2:6][CH:5]=2)=[CH:8]1. The catalyst class is: 26.